This data is from Forward reaction prediction with 1.9M reactions from USPTO patents (1976-2016). The task is: Predict the product of the given reaction. (1) Given the reactants [NH2:1][C:2]1[N:10]=[CH:9][N:8]=[C:7]2[C:3]=1[N:4]=[CH:5][N:6]2[CH2:11][C@H:12]([O:14][CH2:15][P:16](=[O:19])([O-:18])[O-])[CH3:13].S(Cl)(Cl)=O.[NH2:24][CH2:25][CH2:26][NH:27][C:28](=[O:48])[CH2:29][CH2:30][CH2:31]/[CH:32]=[CH:33]\[CH2:34]/[CH:35]=[CH:36]\[CH2:37]/[CH:38]=[CH:39]\[CH2:40]/[CH:41]=[CH:42]\[CH2:43]/[CH:44]=[CH:45]\[CH2:46][CH3:47].CCN([CH2:54][CH3:55])CC, predict the reaction product. The product is: [NH2:1][C:2]1[N:10]=[CH:9][N:8]=[C:7]2[C:3]=1[N:4]=[CH:5][N:6]2[CH2:11][C@H:12]([O:14][CH2:15][P:16]([NH:24][CH2:25][CH2:26][NH:27][C:28](=[O:48])[CH2:29][CH2:30][CH2:31]/[CH:32]=[CH:33]\[CH2:34]/[CH:35]=[CH:36]\[CH2:37]/[CH:38]=[CH:39]\[CH2:40]/[CH:41]=[CH:42]\[CH2:43]/[CH:44]=[CH:45]\[CH2:46][CH3:47])(=[O:19])[O:18][C:55]1[CH:54]=[CH:31][CH:30]=[CH:29][CH:28]=1)[CH3:13]. (2) Given the reactants [CH3:1][O:2][C:3]([CH3:27])([CH3:26])[CH2:4][C@H:5]([NH:18]C(=O)OC(C)(C)C)[CH2:6][N:7]([CH3:17])[C:8]([O:10][CH2:11][CH2:12][Si:13]([CH3:16])([CH3:15])[CH3:14])=[O:9].C1(C)C=CC(S(O)(=O)=O)=CC=1, predict the reaction product. The product is: [NH2:18][C@@H:5]([CH2:4][C:3]([O:2][CH3:1])([CH3:27])[CH3:26])[CH2:6][N:7]([CH3:17])[C:8](=[O:9])[O:10][CH2:11][CH2:12][Si:13]([CH3:15])([CH3:14])[CH3:16]. (3) Given the reactants C([O:3][P:4]([CH2:9][CH2:10][NH:11][CH2:12][C:13]([CH3:36])=[CH:14][CH2:15][C:16]1[C:17]([O:29]CC[Si](C)(C)C)=[C:18]2[C:22](=[C:23]([CH3:27])[C:24]=1[O:25][CH3:26])[CH2:21][O:20][C:19]2=[O:28])(=[O:8])[O:5]CC)C.C[Si](Br)(C)C.N1C(C)=CC=CC=1C.CN(C=O)C, predict the reaction product. The product is: [OH:29][C:17]1[C:16]([CH2:15][CH:14]=[C:13]([CH3:36])[CH2:12][NH:11][CH2:10][CH2:9][P:4](=[O:3])([OH:8])[OH:5])=[C:24]([O:25][CH3:26])[C:23]([CH3:27])=[C:22]2[C:18]=1[C:19](=[O:28])[O:20][CH2:21]2. (4) Given the reactants [CH2:1]1[C@@H:6]([C:7]#[N:8])[N:5]([C:9]([C@@H:11]([NH2:23])[C:12]23[CH2:21][C:19]4([OH:22])[CH2:20][CH:14]([CH2:15][CH:16]([CH2:18]4)[CH2:17]2)[CH2:13]3)=[O:10])[C@@H:4]2[C@H:2]1[CH2:3]2.[CH3:24][C:25]([CH3:27])=O, predict the reaction product. The product is: [CH3:24][C:25](=[N:23][C@@H:11]([C:12]12[CH2:17][CH:16]3[CH2:15][CH:14]([CH2:20][C:19]([OH:22])([CH2:18]3)[CH2:21]1)[CH2:13]2)[C:9]([N:5]1[C@H:6]([C:7]#[N:8])[CH2:1][C@H:2]2[C@@H:4]1[CH2:3]2)=[O:10])[CH3:27]. (5) Given the reactants [CH:1]1([CH2:4][N:5]2[C:10](=[O:11])[C:9]([CH2:12]OS(C)(=O)=O)=[CH:8][C:7]([C:18]3[CH:23]=[CH:22][C:21]([S:24]([CH3:26])=[O:25])=[CH:20][CH:19]=3)=[N:6]2)[CH2:3][CH2:2]1.[CH3:27][N:28]1[CH2:33][CH2:32][NH:31][CH2:30][CH2:29]1, predict the reaction product. The product is: [CH:1]1([CH2:4][N:5]2[C:10](=[O:11])[C:9]([CH2:12][N:31]3[CH2:32][CH2:33][N:28]([CH3:27])[CH2:29][CH2:30]3)=[CH:8][C:7]([C:18]3[CH:19]=[CH:20][C:21]([S:24]([CH3:26])=[O:25])=[CH:22][CH:23]=3)=[N:6]2)[CH2:3][CH2:2]1.